The task is: Regression/Classification. Given a drug SMILES string, predict its absorption, distribution, metabolism, or excretion properties. Task type varies by dataset: regression for continuous measurements (e.g., permeability, clearance, half-life) or binary classification for categorical outcomes (e.g., BBB penetration, CYP inhibition). Dataset: hlm.. This data is from Human liver microsome stability data. (1) The drug is CNC[C@@H]1Cc2ccccc2[C@H](c2ccc(Cl)c(Cl)c2)C1. The result is 0 (unstable in human liver microsomes). (2) The compound is COC(=O)Nc1ccc2c(c1)NC(=O)[C@H](C)CCC[C@H](NC(=O)c1c(F)cc(C)cc1F)c1cc-2ccn1. The result is 1 (stable in human liver microsomes). (3) The compound is Cc1cc(F)ccc1C1CCN(CCC(=O)N2c3ccccc3C[C@H]2C(=O)N(C)C)CC1. The result is 0 (unstable in human liver microsomes). (4) The drug is COC(=O)Nc1ccc2c(c1)NC(=O)[C@H](C)CCC[C@H](N1CCC(c3c(F)ccc(Cl)c3F)NC1=O)c1cc-2ccn1. The result is 1 (stable in human liver microsomes). (5) The drug is O=C(c1ccc(OCC2CC2)cc1)N1CC(=O)N(Cc2ccccc2)[C@@H](Cc2ccccc2)C1. The result is 0 (unstable in human liver microsomes).